Dataset: Catalyst prediction with 721,799 reactions and 888 catalyst types from USPTO. Task: Predict which catalyst facilitates the given reaction. (1) Reactant: [CH2:1]([O:8][C:9]1[CH:14]=[CH:13][C:12]([N:15]2[CH:19]=[C:18](C=O)[CH:17]=[N:16]2)=[CH:11][CH:10]=1)[C:2]1[CH:7]=[CH:6][CH:5]=[CH:4][CH:3]=1.C1C=C(Cl)C=C(C(OO)=[O:30])C=1. Product: [CH2:1]([O:8][C:9]1[CH:14]=[CH:13][C:12]([N:15]2[CH:19]=[C:18]([OH:30])[CH:17]=[N:16]2)=[CH:11][CH:10]=1)[C:2]1[CH:7]=[CH:6][CH:5]=[CH:4][CH:3]=1. The catalyst class is: 25. (2) Reactant: [Br:1][C:2]1[C:11]2[C:6](=[CH:7][CH:8]=[CH:9][CH:10]=2)[CH:5]=[C:4]([C:12](OC)=O)[CH:3]=1.C[Al](C)C.[NH3:20]. Product: [Br:1][C:2]1[C:11]2[C:6](=[CH:7][CH:8]=[CH:9][CH:10]=2)[CH:5]=[C:4]([C:12]#[N:20])[CH:3]=1. The catalyst class is: 11. (3) Reactant: C[Si]([N-][Si](C)(C)C)(C)C.[K+].C1(C)C=CC=CC=1.[CH:18]1([CH2:23][C:24]([O:26][CH2:27][C:28]2[CH:33]=[CH:32][CH:31]=[CH:30][CH:29]=2)=[O:25])[CH2:22][CH2:21][CH2:20][CH2:19]1.C1(S(N2C(C3C=CC=CC=3)O2)(=O)=[O:41])C=CC=CC=1. Product: [CH:18]1([CH:23]([OH:41])[C:24]([O:26][CH2:27][C:28]2[CH:29]=[CH:30][CH:31]=[CH:32][CH:33]=2)=[O:25])[CH2:22][CH2:21][CH2:20][CH2:19]1. The catalyst class is: 627. (4) Reactant: [CH2:1]([C:5]1([CH2:31][CH2:32][CH2:33][CH3:34])[C:14]2[C:9](=[CH:10][C:11]([F:15])=[CH:12][CH:13]=2)[C:8]([OH:16])=[C:7]([C:17]2[NH:22][C:21]3[CH:23]=[CH:24][C:25](I)=[CH:26][C:20]=3[S:19](=[O:29])(=[O:28])[N:18]=2)[C:6]1=[O:30])[CH2:2][CH2:3][CH3:4].O1C=C[CH:37]=[C:36]1P(C1OC=CC=1)C1OC=CC=1.C([Sn](CCCC)(CCCC)CCCC)=C.[F-].[K+]. Product: [CH2:1]([C:5]1([CH2:31][CH2:32][CH2:33][CH3:34])[C:14]2[C:9](=[CH:10][C:11]([F:15])=[CH:12][CH:13]=2)[C:8]([OH:16])=[C:7]([C:17]2[NH:22][C:21]3[CH:23]=[CH:24][C:25]([CH:36]=[CH2:37])=[CH:26][C:20]=3[S:19](=[O:29])(=[O:28])[N:18]=2)[C:6]1=[O:30])[CH2:2][CH2:3][CH3:4]. The catalyst class is: 54. (5) Reactant: [Cl:1][C:2]1[C:3]2[CH:13]=[CH:12][CH:11]=[CH:10][C:4]=2[S:5][C:6]=1[C:7]([OH:9])=O.C(Cl)(=O)C(Cl)=O.[F:20][C:21]1[CH:27]=[C:26]([CH3:28])[CH:25]=[CH:24][C:22]=1[NH2:23]. Product: [Cl:1][C:2]1[C:3]2[CH:13]=[CH:12][CH:11]=[CH:10][C:4]=2[S:5][C:6]=1[C:7]([NH:23][C:22]1[CH:24]=[CH:25][C:26]([CH3:28])=[CH:27][C:21]=1[F:20])=[O:9]. The catalyst class is: 3.